From a dataset of Full USPTO retrosynthesis dataset with 1.9M reactions from patents (1976-2016). Predict the reactants needed to synthesize the given product. (1) Given the product [Br:28][C:26]1[CH:25]=[N:24][C:23]2=[CH:29][N:20]([CH2:19][C@@:16]([NH:15][C:8](=[O:9])[C:7]3[CH:11]=[CH:12][C:4]([O:3][C:2]([F:14])([F:13])[F:1])=[CH:5][CH:6]=3)([C:17]#[N:18])[CH3:30])[N:21]=[C:22]2[CH:27]=1, predict the reactants needed to synthesize it. The reactants are: [F:1][C:2]([F:14])([F:13])[O:3][C:4]1[CH:12]=[CH:11][C:7]([C:8](Cl)=[O:9])=[CH:6][CH:5]=1.[NH2:15][C@:16]([CH3:30])([CH2:19][N:20]1[CH:29]=[C:23]2[N:24]=[CH:25][C:26]([Br:28])=[CH:27][C:22]2=[N:21]1)[C:17]#[N:18]. (2) Given the product [NH2:30][C:31]1[C:36]([F:37])=[CH:35][N:34]([CH2:38][CH2:39][CH2:40][CH2:41][N:1]2[CH:5]=[N:4][CH:3]=[N:2]2)[C:33](=[O:43])[N:32]=1, predict the reactants needed to synthesize it. The reactants are: [NH:1]1[CH:5]=[N:4][CH:3]=[N:2]1.CC(C)([O-])C.[K+].C1OCCOCCOCCOCCOCCOC1.[NH2:30][C:31]1[C:36]([F:37])=[CH:35][N:34]([CH2:38][CH2:39][CH2:40][CH2:41]I)[C:33](=[O:43])[N:32]=1. (3) The reactants are: [Cl:1][C:2]1[CH:7]=[CH:6][C:5]([CH:8]2[C:13](=[O:14])[CH2:12][CH2:11][O:10][CH2:9]2)=[CH:4][CH:3]=1.[BH4-].[Na+]. Given the product [Cl:1][C:2]1[CH:7]=[CH:6][C:5]([CH:8]2[CH:13]([OH:14])[CH2:12][CH2:11][O:10][CH2:9]2)=[CH:4][CH:3]=1, predict the reactants needed to synthesize it. (4) Given the product [NH:8]1[CH2:12][CH2:11][CH2:10][CH:9]1[CH2:13][NH:14][C:15]1[CH:24]=[CH:23][C:18]([C:19]([O:21][CH3:22])=[O:20])=[CH:17][CH:16]=1, predict the reactants needed to synthesize it. The reactants are: C(OC([N:8]1[CH2:12][CH2:11][CH2:10][CH:9]1[CH2:13][NH:14][C:15]1[CH:24]=[CH:23][C:18]([C:19]([O:21][CH3:22])=[O:20])=[CH:17][CH:16]=1)=O)(C)(C)C.C(O)(C(F)(F)F)=O. (5) The reactants are: [F:1][C:2]1[CH:20]=[CH:19][CH:18]=[CH:17][C:3]=1[CH2:4][N:5]1[C:9]2=[N:10][CH:11]=[CH:12][CH:13]=[C:8]2[C:7]([C:14](=[NH:16])[NH2:15])=[N:6]1.[N:21]1[CH:26]=[CH:25][C:24]([CH:27]([C:33](OCC)=[O:34])[C:28](OCC)=[O:29])=[CH:23][CH:22]=1. Given the product [F:1][C:2]1[CH:20]=[CH:19][CH:18]=[CH:17][C:3]=1[CH2:4][N:5]1[C:9]2=[N:10][CH:11]=[CH:12][CH:13]=[C:8]2[C:7]([C:14]2[N:15]=[C:28]([OH:29])[C:27]([C:24]3[CH:23]=[CH:22][N:21]=[CH:26][CH:25]=3)=[C:33]([OH:34])[N:16]=2)=[N:6]1, predict the reactants needed to synthesize it. (6) The reactants are: [CH:1]1([N:6]2[C:15]3[N:14]=[C:13]([NH:16][C:17]4[CH:18]=[CH:19][C:20]([C:28](O)=[O:29])=[C:21]5[C:25]=4[O:24][C:23]([CH3:27])([CH3:26])[CH2:22]5)[N:12]=[CH:11][C:10]=3[N:9]([CH3:31])[C:8](=[O:32])[C@H:7]2[CH2:33][CH3:34])[CH2:5][CH2:4][CH2:3][CH2:2]1.[CH:35]1([CH2:38][N:39]2[CH2:44][CH2:43][N:42]([C@@H:45]3[CH2:50][CH2:49][C@H:48]([NH2:51])[CH2:47][CH2:46]3)[CH2:41][CH2:40]2)[CH2:37][CH2:36]1.F[B-](F)(F)F.N1(OC(N(C)C)=[N+](C)C)C2C=CC=CC=2N=N1.C(N(C(C)C)CC)(C)C.C(=O)(O)[O-].[Na+]. Given the product [CH:1]1([N:6]2[C:15]3[N:14]=[C:13]([NH:16][C:17]4[CH:18]=[CH:19][C:20]([C:28]([NH:51][C@H:48]5[CH2:47][CH2:46][C@@H:45]([N:42]6[CH2:41][CH2:40][N:39]([CH2:38][CH:35]7[CH2:36][CH2:37]7)[CH2:44][CH2:43]6)[CH2:50][CH2:49]5)=[O:29])=[C:21]5[C:25]=4[O:24][C:23]([CH3:27])([CH3:26])[CH2:22]5)[N:12]=[CH:11][C:10]=3[N:9]([CH3:31])[C:8](=[O:32])[C@H:7]2[CH2:33][CH3:34])[CH2:5][CH2:4][CH2:3][CH2:2]1, predict the reactants needed to synthesize it. (7) Given the product [OH:18][C:15]([CH3:17])([CH3:16])[C@@H:14]([NH:13][C:11]([C:10]1[CH:9]=[N:8][N:5]2[CH:6]=[CH:7][C:2]([N:36]3[CH:40]=[CH:39][N:38]=[N:37]3)=[N:3][C:4]=12)=[O:12])[C:19]1[CH:24]=[CH:23][C:22]([O:25][C:26]([F:29])([F:28])[F:27])=[CH:21][CH:20]=1, predict the reactants needed to synthesize it. The reactants are: Cl[C:2]1[CH:7]=[CH:6][N:5]2[N:8]=[CH:9][C:10]([C:11]([NH:13][C@@H:14]([C:19]3[CH:24]=[CH:23][C:22]([O:25][C:26]([F:29])([F:28])[F:27])=[CH:21][CH:20]=3)[C:15]([OH:18])([CH3:17])[CH3:16])=[O:12])=[C:4]2[N:3]=1.C(=O)([O-])[O-].[K+].[K+].[NH:36]1[CH:40]=[CH:39][N:38]=[N:37]1.CN(C)C=O.